Dataset: NCI-60 drug combinations with 297,098 pairs across 59 cell lines. Task: Regression. Given two drug SMILES strings and cell line genomic features, predict the synergy score measuring deviation from expected non-interaction effect. Drug 1: CC1C(C(CC(O1)OC2CC(CC3=C2C(=C4C(=C3O)C(=O)C5=C(C4=O)C(=CC=C5)OC)O)(C(=O)C)O)N)O.Cl. Drug 2: CCC1(C2=C(COC1=O)C(=O)N3CC4=CC5=C(C=CC(=C5CN(C)C)O)N=C4C3=C2)O.Cl. Cell line: CCRF-CEM. Synergy scores: CSS=72.8, Synergy_ZIP=1.31, Synergy_Bliss=3.08, Synergy_Loewe=-4.06, Synergy_HSA=5.01.